This data is from Forward reaction prediction with 1.9M reactions from USPTO patents (1976-2016). The task is: Predict the product of the given reaction. (1) Given the reactants [CH:1]1(SC2C=CC(C(C3C=CC(C(F)(F)F)=C(OC)N=3)=O)=CC=2)CC1.[Si]([O:42][CH2:43][C@H:44]([CH3:60])[CH2:45][S:46]([C:49]1[N:53]([C:54]2[CH:59]=[CH:58][CH:57]=[CH:56][CH:55]=2)[N:52]=[N:51][N:50]=1)(=[O:48])=[O:47])(C(C)(C)C)(C1C=CC=CC=1)C1C=CC=CC=1, predict the reaction product. The product is: [C:54]1([N:53]2[C:49]([S:46]([CH2:45][CH:44]3[CH2:60][CH2:1][O:42][CH2:43]3)(=[O:47])=[O:48])=[N:50][N:51]=[N:52]2)[CH:55]=[CH:56][CH:57]=[CH:58][CH:59]=1. (2) Given the reactants C(O[K])(C)(C)C.C1(C)C=CC(S([CH2:16][N+:17]#[C-])(=O)=O)=CC=1.[CH2:20]([N:27]1[CH:31]=[C:30]([CH:32]=O)[C:29]([O:34][CH2:35][C:36]2[CH:41]=[CH:40][CH:39]=[CH:38][CH:37]=2)=[N:28]1)[C:21]1[CH:26]=[CH:25][CH:24]=[CH:23][CH:22]=1.[Cl-].[NH4+], predict the reaction product. The product is: [CH2:20]([N:27]1[CH:31]=[C:30]([CH2:32][C:16]#[N:17])[C:29]([O:34][CH2:35][C:36]2[CH:41]=[CH:40][CH:39]=[CH:38][CH:37]=2)=[N:28]1)[C:21]1[CH:26]=[CH:25][CH:24]=[CH:23][CH:22]=1. (3) Given the reactants [C:1]([C:7]1[C:15]2[C:10](=[N:11][CH:12]=[C:13]([NH:16][C:17]3[CH:22]=[CH:21][C:20]([CH:23]=[C:24]([C:27]4[S:28][CH:29]=[CH:30][N:31]=4)[C:25]#[N:26])=[CH:19][CH:18]=3)[N:14]=2)[N:9](COCC[Si](C)(C)C)[CH:8]=1)(=[O:6])[C:2]([CH3:5])([CH3:4])[CH3:3].C(O)(C(F)(F)F)=O.C(=O)(O)[O-].[Na+], predict the reaction product. The product is: [C:1]([C:7]1[C:15]2[C:10](=[N:11][CH:12]=[C:13]([NH:16][C:17]3[CH:22]=[CH:21][C:20]([CH:23]=[C:24]([C:27]4[S:28][CH:29]=[CH:30][N:31]=4)[C:25]#[N:26])=[CH:19][CH:18]=3)[N:14]=2)[NH:9][CH:8]=1)(=[O:6])[C:2]([CH3:5])([CH3:4])[CH3:3]. (4) The product is: [Cl:41][C:42]1[CH:47]=[CH:46][C:45]([S:48]([NH:1][CH2:2][CH2:3][C:4]2([CH2:10][CH2:11][N:12]3[CH2:17][CH2:16][CH:15]([N:18]([C:26]4[CH:27]=[CH:28][C:29]([CH3:32])=[CH:30][CH:31]=4)[C:19]([C:21]4[O:22][CH:23]=[CH:24][CH:25]=4)=[O:20])[CH2:14][CH2:13]3)[CH2:9][CH2:8][CH2:7][CH2:6][CH2:5]2)(=[O:50])=[O:49])=[CH:44][CH:43]=1. Given the reactants [NH2:1][CH2:2][CH2:3][C:4]1([CH2:10][CH2:11][N:12]2[CH2:17][CH2:16][CH:15]([N:18]([C:26]3[CH:31]=[CH:30][C:29]([CH3:32])=[CH:28][CH:27]=3)[C:19]([C:21]3[O:22][CH:23]=[CH:24][CH:25]=3)=[O:20])[CH2:14][CH2:13]2)[CH2:9][CH2:8][CH2:7][CH2:6][CH2:5]1.N12CCN(CC1)CC2.[Cl:41][C:42]1[CH:47]=[CH:46][C:45]([S:48](Cl)(=[O:50])=[O:49])=[CH:44][CH:43]=1, predict the reaction product.